From a dataset of Full USPTO retrosynthesis dataset with 1.9M reactions from patents (1976-2016). Predict the reactants needed to synthesize the given product. (1) Given the product [F:13][CH:14]([F:20])[C:15]1[NH:27][C:28]([C:32]([F:35])([F:34])[F:33])=[C:29]([C:30]#[N:31])[CH:11]([C:8]2[CH:9]=[C:10]3[C:5](=[CH:6][CH:7]=2)[NH:4][N:3]=[C:2]3[CH3:1])[C:16]=1[C:17]#[N:18], predict the reactants needed to synthesize it. The reactants are: [CH3:1][C:2]1[C:10]2[C:5](=[CH:6][CH:7]=[C:8]([CH:11]=O)[CH:9]=2)[NH:4][N:3]=1.[F:13][CH:14]([F:20])[C:15](=O)[CH2:16][C:17]#[N:18].N1CCCCC1.[NH2:27][C:28]([C:32]([F:35])([F:34])[F:33])=[CH:29][C:30]#[N:31]. (2) Given the product [NH2:14][C:13]1[S:12][C:11]2[CH:18]=[CH:19][CH:20]=[CH:21][C:10]=2[C:9]=1[C:1]([C:2]1[CH:7]=[CH:6][CH:5]=[CH:4][CH:3]=1)=[O:8], predict the reactants needed to synthesize it. The reactants are: [C:1]([C:9]1[C:10]2[CH:21]=[CH:20][CH:19]=[CH:18][C:11]=2[S:12][C:13]=1[NH:14]C(=O)C)(=[O:8])[C:2]1[CH:7]=[CH:6][CH:5]=[CH:4][CH:3]=1.[OH-].[Na+]. (3) Given the product [CH2:1]([O:3][C:4](=[O:44])/[C:5](/[CH3:43])=[CH:6]/[C@@H:7]([N:11]([C:14](=[O:42])[C@@H:15]([NH:20][C:21](=[O:41])[C@@H:22]([NH:32][CH3:33])[C:23]([CH3:24])([C:25]1[CH:30]=[CH:29][CH:28]=[CH:27][CH:26]=1)[CH3:31])[C:16]([CH3:17])([CH3:19])[CH3:18])[CH3:12])[CH2:8][CH2:9][CH3:10])[CH3:2], predict the reactants needed to synthesize it. The reactants are: [CH2:1]([O:3][C:4](=[O:44])/[C:5](/[CH3:43])=[CH:6]/[C@@H:7]([N:11]([C:14](=[O:42])[C@@H:15]([NH:20][C:21](=[O:41])[C@@H:22]([N:32](C(OC(C)(C)C)=O)[CH3:33])[C:23]([CH3:31])([C:25]1[CH:30]=[CH:29][CH:28]=[CH:27][CH:26]=1)[CH3:24])[C:16]([CH3:19])([CH3:18])[CH3:17])[CH2:12]C)[CH2:8][CH2:9][CH3:10])[CH3:2]. (4) Given the product [CH3:14][O:13][C:8]1[CH:7]=[C:3]2[C:2](=[CH:10][C:9]=1[O:11][CH3:12])[N:1]=[C:26]([C:25]1[CH:28]=[C:29]([O:33][CH3:34])[C:30]([O:31][CH3:32])=[C:23]([O:22][CH3:21])[CH:24]=1)[N:6]=[C:4]2[OH:5], predict the reactants needed to synthesize it. The reactants are: [NH2:1][C:2]1[CH:10]=[C:9]([O:11][CH3:12])[C:8]([O:13][CH3:14])=[CH:7][C:3]=1[C:4]([NH2:6])=[O:5].CC(N(C)C)=O.[CH3:21][O:22][C:23]1[CH:24]=[C:25]([CH:28]=[C:29]([O:33][CH3:34])[C:30]=1[O:31][CH3:32])[CH:26]=O.OS([O-])=O.[Na+]. (5) Given the product [CH3:27][C:3]1[CH:4]=[C:5]([CH2:9][CH2:10][C:11]([C:13]2[S:14][C:15]([CH2:24][CH2:25][CH3:26])=[C:16]([C:18]3[CH:23]=[CH:22][CH:21]=[CH:20][CH:19]=3)[CH:17]=2)=[O:12])[CH:6]=[C:7]([CH3:8])[C:2]=1[O:1][CH2:28][CH:30]1[CH2:31][O:32]1, predict the reactants needed to synthesize it. The reactants are: [OH:1][C:2]1[C:7]([CH3:8])=[CH:6][C:5]([CH2:9][CH2:10][C:11]([C:13]2[S:14][C:15]([CH2:24][CH2:25][CH3:26])=[C:16]([C:18]3[CH:23]=[CH:22][CH:21]=[CH:20][CH:19]=3)[CH:17]=2)=[O:12])=[CH:4][C:3]=1[CH3:27].[CH2:28]([CH:30]1[O:32][CH2:31]1)Cl.